Dataset: Forward reaction prediction with 1.9M reactions from USPTO patents (1976-2016). Task: Predict the product of the given reaction. (1) Given the reactants I[C:2]1[S:6][C:5]([C:7]2[CH:8]=[C:9]3[C:13](=[CH:14][CH:15]=2)[C:12](=[O:16])[N:11]([CH3:17])[CH2:10]3)=[CH:4][CH:3]=1.[NH2:18][C:19]1[CH:20]=[C:21](B(O)O)[CH:22]=[CH:23][CH:24]=1, predict the reaction product. The product is: [NH2:18][C:19]1[CH:24]=[C:23]([C:2]2[S:6][C:5]([C:7]3[CH:8]=[C:9]4[C:13](=[CH:14][CH:15]=3)[C:12](=[O:16])[N:11]([CH3:17])[CH2:10]4)=[CH:4][CH:3]=2)[CH:22]=[CH:21][CH:20]=1. (2) Given the reactants [C:1]1(B(O)O)[CH:6]=[CH:5][CH:4]=[CH:3][CH:2]=1.Br[C:11]1[CH:16]=[CH:15][C:14]([C:17]2[O:18][C:19]([CH3:30])=[C:20]([CH2:22][CH2:23][N:24]3[CH2:28][CH2:27][CH2:26][C@H:25]3[CH3:29])[N:21]=2)=[CH:13][CH:12]=1, predict the reaction product. The product is: [C:11]1([C:1]2[CH:6]=[CH:5][CH:4]=[CH:3][CH:2]=2)[CH:16]=[CH:15][C:14]([C:17]2[O:18][C:19]([CH3:30])=[C:20]([CH2:22][CH2:23][N:24]3[CH2:28][CH2:27][CH2:26][C@H:25]3[CH3:29])[N:21]=2)=[CH:13][CH:12]=1. (3) Given the reactants Cl.[CH3:2][O:3][NH2:4].C(N(CC)CC)C.Cl[S:13]([C:16]1[CH:25]=[CH:24][CH:23]=[CH:22][C:17]=1[C:18]([O:20][CH3:21])=[O:19])(=[O:15])=[O:14].O, predict the reaction product. The product is: [CH3:2][O:3][NH:4][S:13]([C:16]1[CH:25]=[CH:24][CH:23]=[CH:22][C:17]=1[C:18]([O:20][CH3:21])=[O:19])(=[O:15])=[O:14]. (4) Given the reactants [C:1]([C:3]1[C:12]2[C:7](=[CH:8][CH:9]=[CH:10][CH:11]=2)[C:6](F)=[CH:5][CH:4]=1)#[N:2].[NH:14]1[CH2:18][CH2:17][CH:16]([OH:19])[CH2:15]1, predict the reaction product. The product is: [OH:19][CH:16]1[CH2:17][CH2:18][N:14]([C:6]2[C:7]3[C:12](=[CH:11][CH:10]=[CH:9][CH:8]=3)[C:3]([C:1]#[N:2])=[CH:4][CH:5]=2)[CH2:15]1. (5) Given the reactants [NH2:1][CH:2]1[CH2:7][CH2:6][CH:5]([NH2:8])[CH2:4][CH2:3]1.C1C(=O)N([O:16][C:17]([CH2:19][CH2:20][CH2:21][CH2:22][CH:23]2[S:27][CH2:26][CH:25]3[NH:28][C:29]([NH:31][CH:24]23)=[O:30])=O)C(=O)C1.CCOCC, predict the reaction product. The product is: [NH2:1][CH:2]1[CH2:7][CH2:6][CH:5]([NH:8][C:17](=[O:16])[CH2:19][CH2:20][CH2:21][CH2:22][CH:23]2[CH:24]3[CH:25]([NH:28][C:29](=[O:30])[NH:31]3)[CH2:26][S:27]2)[CH2:4][CH2:3]1. (6) Given the reactants [F:1][C:2]([F:40])([F:39])[C:3]1[CH:4]=[C:5]([CH:32]=[C:33]([C:35]([F:38])([F:37])[F:36])[CH:34]=1)[C:6]([N:8]1[CH2:13][CH2:12][N:11]([CH2:14][CH2:15][CH2:16]OS(C)(=O)=O)[CH2:10][C@H:9]1[CH2:22][C:23]1[C:31]2[C:26](=[CH:27][CH:28]=[CH:29][CH:30]=2)[NH:25][CH:24]=1)=[O:7].[NH2:41][N:42]1[CH2:47][CH2:46][O:45][CH2:44][CH2:43]1.C(N(CC)CC)C.[ClH:55], predict the reaction product. The product is: [ClH:55].[ClH:55].[F:40][C:2]([F:1])([F:39])[C:3]1[CH:4]=[C:5]([CH:32]=[C:33]([C:35]([F:37])([F:38])[F:36])[CH:34]=1)[C:6]([N:8]1[CH2:13][CH2:12][N:11]([CH2:14][CH2:15][CH2:16][NH:41][N:42]2[CH2:47][CH2:46][O:45][CH2:44][CH2:43]2)[CH2:10][C@H:9]1[CH2:22][C:23]1[C:31]2[C:26](=[CH:27][CH:28]=[CH:29][CH:30]=2)[NH:25][CH:24]=1)=[O:7]. (7) Given the reactants [Cl:1][C:2]1[C:7](Cl)=[N:6][CH:5]=[CH:4][N:3]=1.[NH2:9][NH2:10], predict the reaction product. The product is: [Cl:1][C:2]1[C:7]([NH:9][NH2:10])=[N:6][CH:5]=[CH:4][N:3]=1.